Dataset: Reaction yield outcomes from USPTO patents with 853,638 reactions. Task: Predict the reaction yield, written as a fraction of the theoretical maximum amount of product (1.0 means a 100% yield; for example, 0.34 means a 34% yield). (1) The reactants are [CH3:1][O:2][CH2:3][CH2:4][O:5][C:6]1[CH:11]=[C:10]2[C:12]([NH:16][C:17]3[CH:22]=[C:21]([C:23]#[CH:24])[CH:20]=[CH:19][CH:18]=3)=[N:13][CH:14]=[N:15][C:9]2=[CH:8][C:7]=1[O:25][CH2:26][CH2:27][O:28][CH3:29].C1OCOC1.[ClH:35]. No catalyst specified. The product is [CH3:1][O:2][CH2:3][CH2:4][O:5][C:6]1[CH:11]=[C:10]2[C:12]([NH:16][C:17]3[CH:18]=[CH:19][CH:20]=[C:21]([C:23]#[CH:24])[CH:22]=3)=[N:13][CH:14]=[N:15][C:9]2=[CH:8][C:7]=1[O:25][CH2:26][CH2:27][O:28][CH3:29].[ClH:35]. The yield is 0.696. (2) The reactants are [CH3:1][O:2][C:3]([C:5]1[CH:6]=[C:7]2[C:12](=[CH:13][CH:14]=1)[NH:11][CH:10]([C:15]1[CH:20]=[C:19]([F:21])[CH:18]=[C:17](Br)[CH:16]=1)[CH2:9][C:8]2([CH3:24])[CH3:23])=[O:4].[NH:25]1[CH2:30][CH2:29][O:28][CH2:27][CH2:26]1.Cl.CN(C)CC(O)=O.C(=O)([O-])[O-].[K+].[K+]. The catalyst is CS(C)=O.[Cu]I. The product is [CH3:1][O:2][C:3]([C:5]1[CH:6]=[C:7]2[C:12](=[CH:13][CH:14]=1)[NH:11][CH:10]([C:15]1[CH:16]=[C:17]([N:25]3[CH2:30][CH2:29][O:28][CH2:27][CH2:26]3)[CH:18]=[C:19]([F:21])[CH:20]=1)[CH2:9][C:8]2([CH3:24])[CH3:23])=[O:4]. The yield is 0.800. (3) The yield is 0.800. The product is [CH2:1]([O:8][C:9]([N:11]1[CH2:15][CH2:14][CH2:13][CH:12]1[C:16](=[O:27])[C:17]1[CH:18]=[CH:19][C:20]([C:23]([OH:25])=[O:24])=[CH:21][CH:22]=1)=[O:10])[C:2]1[CH:7]=[CH:6][CH:5]=[CH:4][CH:3]=1. The reactants are [CH2:1]([O:8][C:9]([N:11]1[CH2:15][CH2:14][CH2:13][CH:12]1[C:16](=[O:27])[C:17]1[CH:22]=[CH:21][C:20]([C:23]([O:25]C)=[O:24])=[CH:19][CH:18]=1)=[O:10])[C:2]1[CH:7]=[CH:6][CH:5]=[CH:4][CH:3]=1.[Li+].[OH-]. The catalyst is CO. (4) The reactants are P(N=[N+]=[N-])(=O)([O:9][C:10]1C=CC=CC=1)OC1C=CC=CC=1.[N:20]1[CH:25]=[CH:24][N:23]=[CH:22][C:21]=1C(O)=O.CC[N:31](C(C)C)C(C)C.[F:38][C:39]([F:60])([F:59])[CH:40]1[CH2:45][CH2:44][CH2:43][N:42]([C:46]2[CH:47]=[CH:48][C:49]3[N:56]4[CH2:57][C@H:52]([CH2:53][CH2:54][CH2:55]4)[NH:51][C:50]=3[N:58]=2)[CH2:41]1. The catalyst is O1CCCC1. The product is [N:20]1[CH:25]=[CH:24][N:23]=[CH:22][C:21]=1[NH:31][C:10]([N:51]1[C@@H:52]2[CH2:57][N:56]([CH2:55][CH2:54][CH2:53]2)[C:49]2[CH:48]=[CH:47][C:46]([N:42]3[CH2:43][CH2:44][CH2:45][CH:40]([C:39]([F:38])([F:59])[F:60])[CH2:41]3)=[N:58][C:50]1=2)=[O:9]. The yield is 0.169. (5) The reactants are C(OC(=O)[NH:7][C@H:8]([C:10]1[N:14]([C:15]2[CH:20]=[CH:19][CH:18]=[CH:17][CH:16]=2)[C:13]2[CH:21]=[C:22]([CH3:25])[CH:23]=[CH:24][C:12]=2[N:11]=1)[CH3:9])(C)(C)C.C(O)(C(F)(F)F)=O. The catalyst is C(Cl)Cl. The product is [CH3:25][C:22]1[CH:23]=[CH:24][C:12]2[N:11]=[C:10]([C@@H:8]([NH2:7])[CH3:9])[N:14]([C:15]3[CH:16]=[CH:17][CH:18]=[CH:19][CH:20]=3)[C:13]=2[CH:21]=1. The yield is 0.840. (6) The reactants are C([O:14][C:15]1[C:24]2[N:23]=[CH:22][CH:21]=[CH:20][C:19]=2C(C(O)=O)=[C:17]2[CH2:28][N:29]([CH2:32][C:33]3[CH:38]=[CH:37][C:36]([F:39])=[CH:35][CH:34]=3)[C:30](=[O:31])[C:16]=12)(C1C=CC=CC=1)C1C=CC=CC=1.C(NCC)C.[CH:45]([N:48]([CH:51]([CH3:53])C)[CH2:49][CH3:50])([CH3:47])C.F[P-](F)(F)(F)(F)F.N1([O:70]C(N(C)C)=[N+](C)C)C2N=CC=CC=2N=N1. The catalyst is CN(C)C=O. The product is [CH2:51]([N:48]([CH2:49][CH3:50])[C:45]([C:47]1[C:19]2[CH:20]=[CH:21][CH:22]=[N:23][C:24]=2[C:15]([OH:14])=[C:16]2[C:30](=[O:31])[N:29]([CH2:32][C:33]3[CH:34]=[CH:35][C:36]([F:39])=[CH:37][CH:38]=3)[CH2:28][C:17]=12)=[O:70])[CH3:53]. The yield is 0.860. (7) The reactants are [OH:1][C:2]1[CH:7]=[CH:6][C:5]([C:8]2[CH:13]=[CH:12][C:11]([O:14][CH2:15][CH:16]3[CH2:21][CH2:20][N:19](C(OC(C)(C)C)=O)[CH2:18][CH2:17]3)=[CH:10][CH:9]=2)=[CH:4][CH:3]=1.[ClH:29]. The catalyst is C(Cl)Cl. The product is [ClH:29].[NH:19]1[CH2:18][CH2:17][CH:16]([CH2:15][O:14][C:11]2[CH:12]=[CH:13][C:8]([C:5]3[CH:4]=[CH:3][C:2]([OH:1])=[CH:7][CH:6]=3)=[CH:9][CH:10]=2)[CH2:21][CH2:20]1. The yield is 0.960.